From a dataset of Reaction yield outcomes from USPTO patents with 853,638 reactions. Predict the reaction yield, written as a fraction of the theoretical maximum amount of product (1.0 means a 100% yield; for example, 0.34 means a 34% yield). (1) The reactants are FC(F)(F)C(O)=O.[C:8]1([CH:14]([C:44]2[CH:49]=[CH:48][CH:47]=[CH:46][CH:45]=2)[CH2:15][CH2:16][N:17]([C:31]([NH:33][C:34]2[CH:39]=[CH:38][CH:37]=[C:36]([C:40]([F:43])([F:42])[F:41])[CH:35]=2)=[O:32])[CH:18]2[CH2:23][CH2:22][N:21](C(OC(C)(C)C)=O)[CH2:20][CH2:19]2)[CH:13]=[CH:12][CH:11]=[CH:10][CH:9]=1. The catalyst is ClCCl. The product is [C:44]1([CH:14]([C:8]2[CH:13]=[CH:12][CH:11]=[CH:10][CH:9]=2)[CH2:15][CH2:16][N:17]([CH:18]2[CH2:19][CH2:20][NH:21][CH2:22][CH2:23]2)[C:31]([NH:33][C:34]2[CH:39]=[CH:38][CH:37]=[C:36]([C:40]([F:42])([F:41])[F:43])[CH:35]=2)=[O:32])[CH:49]=[CH:48][CH:47]=[CH:46][CH:45]=1. The yield is 0.980. (2) The reactants are [C:1]([C:3]1[CH:8]=[CH:7][CH:6]=[CH:5][C:4]=1[C:9]1[CH:14]=[CH:13][C:12]([CH2:15][C:16]2[C:17](=[O:38])[N:18]([CH:28]3[CH2:31][CH:30]([C:32]([O:34]CCC)=O)[CH2:29]3)[C:19]3[N:20]([N:25]=[CH:26][N:27]=3)[C:21]=2[CH2:22][CH2:23][CH3:24])=[CH:11][CH:10]=1)#[N:2].[OH-].[Na+].Cl.[CH3:42][Mg]Br.[Cl-].[NH4+]. The catalyst is O1CCCC1.O.CO. The product is [C:32]([C@@H:30]1[CH2:31][C@H:28]([N:18]2[C:17](=[O:38])[C:16]([CH2:15][C:12]3[CH:13]=[CH:14][C:9]([C:4]4[C:3]([C:1]#[N:2])=[CH:8][CH:7]=[CH:6][CH:5]=4)=[CH:10][CH:11]=3)=[C:21]([CH2:22][CH2:23][CH3:24])[N:20]3[N:25]=[CH:26][N:27]=[C:19]23)[CH2:29]1)(=[O:34])[CH3:42]. The yield is 0.490.